Dataset: Catalyst prediction with 721,799 reactions and 888 catalyst types from USPTO. Task: Predict which catalyst facilitates the given reaction. (1) Reactant: Cl[C:2]1[N:7]=[C:6]([C:8]2[N:12]3[CH:13]=[CH:14][CH:15]=[CH:16][C:11]3=[N:10][C:9]=2[C:17]2[CH:18]=[CH:19][C:20]([O:34][CH3:35])=[C:21]([CH:33]=2)[C:22]([NH:24][C:25]2[C:30]([F:31])=[CH:29][CH:28]=[CH:27][C:26]=2[F:32])=[O:23])[CH:5]=[CH:4][N:3]=1.[CH3:36][CH2:37][O:38][C:39]1[CH:45]=[C:44]([CH:46]2[CH2:51][CH2:50][N:49]([CH2:52][CH2:53][CH3:54])[CH2:48][CH2:47]2)[CH:43]=[CH:42][C:40]=1[NH2:41].C1(C)C=CC(S(O)(=O)=O)=CC=1.C[O-].[Na+]. Product: [F:32][C:26]1[CH:27]=[CH:28][CH:29]=[C:30]([F:31])[C:25]=1[NH:24][C:22](=[O:23])[C:21]1[CH:33]=[C:17]([C:9]2[N:10]=[C:11]3[CH:16]=[CH:15][CH:14]=[CH:13][N:12]3[C:8]=2[C:6]2[CH:5]=[CH:4][N:3]=[C:2]([NH:41][C:40]3[CH:42]=[CH:43][C:44]([CH:46]4[CH2:47][CH2:48][N:49]([CH2:52][CH2:53][CH3:54])[CH2:50][CH2:51]4)=[CH:45][C:39]=3[O:38][CH2:37][CH3:36])[N:7]=2)[CH:18]=[CH:19][C:20]=1[O:34][CH3:35]. The catalyst class is: 812. (2) Reactant: [OH:1][C:2]1[CH:11]=[C:10]2[C:5]([C:6]([NH:12][C:13]3[CH:14]=[C:15]([NH:20][C:21](=[O:32])[C:22]4[CH:27]=[CH:26][CH:25]=[C:24]([C:28]([F:31])([F:30])[F:29])[CH:23]=4)[CH:16]=[CH:17][C:18]=3[CH3:19])=[N:7][CH:8]=[N:9]2)=[CH:4][C:3]=1[O:33][CH3:34].I[CH2:36][CH2:37][CH2:38][NH:39][C:40](=[O:46])[O:41][C:42]([CH3:45])([CH3:44])[CH3:43].C([O-])([O-])=O.[K+].[K+]. Product: [CH3:34][O:33][C:3]1[CH:4]=[C:5]2[C:10](=[CH:11][C:2]=1[O:1][CH2:36][CH2:37][CH2:38][NH:39][C:40](=[O:46])[O:41][C:42]([CH3:45])([CH3:44])[CH3:43])[N:9]=[CH:8][N:7]=[C:6]2[NH:12][C:13]1[CH:14]=[C:15]([NH:20][C:21](=[O:32])[C:22]2[CH:27]=[CH:26][CH:25]=[C:24]([C:28]([F:31])([F:29])[F:30])[CH:23]=2)[CH:16]=[CH:17][C:18]=1[CH3:19]. The catalyst class is: 23. (3) Reactant: [CH3:1][O:2][CH:3]1[CH2:8][CH2:7][C:6](=O)[CH2:5][CH2:4]1.[NH:10]1[CH2:15][CH2:14][CH:13]([NH:16][C:17](=[O:23])[O:18][C:19]([CH3:22])([CH3:21])[CH3:20])[CH2:12][CH2:11]1.C(O[BH-](OC(=O)C)OC(=O)C)(=O)C.[Na+]. Product: [CH3:1][O:2][CH:3]1[CH2:8][CH2:7][CH:6]([N:10]2[CH2:11][CH2:12][CH:13]([NH:16][C:17](=[O:23])[O:18][C:19]([CH3:21])([CH3:20])[CH3:22])[CH2:14][CH2:15]2)[CH2:5][CH2:4]1. The catalyst class is: 4. (4) Reactant: [F:1][C:2]1[CH:7]=[C:6]([NH:8][C:9]2[N:14]=[CH:13][C:12]([C:15]([F:18])([F:17])[F:16])=[CH:11][N:10]=2)[CH:5]=[CH:4][C:3]=1[C@H:19]1[O:24][CH2:23][CH2:22][N:21](C(OC(C)(C)C)=O)[CH2:20]1.FC(F)(F)C(O)=O.[OH-].[Na+]. Product: [F:1][C:2]1[CH:7]=[C:6]([NH:8][C:9]2[N:10]=[CH:11][C:12]([C:15]([F:18])([F:16])[F:17])=[CH:13][N:14]=2)[CH:5]=[CH:4][C:3]=1[C@H:19]1[O:24][CH2:23][CH2:22][NH:21][CH2:20]1. The catalyst class is: 47. (5) Product: [Br:12][C:13]1[S:17][C:16]([C:18](=[O:24])[CH2:19][CH2:20][C:4](=[O:6])[CH2:3][C:1]#[N:2])=[CH:15][CH:14]=1. Reactant: [C:1]([CH2:3][C:4]([OH:6])=O)#[N:2].C([Mg]Cl)(C)C.[Br:12][C:13]1[S:17][C:16]([C:18](=[O:24])[CH2:19][CH2:20]C(O)=O)=[CH:15][CH:14]=1.C1N=CN(C(N2C=NC=C2)=O)C=1. The catalyst class is: 1.